The task is: Regression. Given two drug SMILES strings and cell line genomic features, predict the synergy score measuring deviation from expected non-interaction effect.. This data is from NCI-60 drug combinations with 297,098 pairs across 59 cell lines. (1) Drug 1: CCC(=C(C1=CC=CC=C1)C2=CC=C(C=C2)OCCN(C)C)C3=CC=CC=C3.C(C(=O)O)C(CC(=O)O)(C(=O)O)O. Drug 2: CCC1(C2=C(COC1=O)C(=O)N3CC4=CC5=C(C=CC(=C5CN(C)C)O)N=C4C3=C2)O.Cl. Cell line: NCI-H226. Synergy scores: CSS=30.9, Synergy_ZIP=-4.22, Synergy_Bliss=0.394, Synergy_Loewe=-12.4, Synergy_HSA=3.02. (2) Drug 1: C1C(C(OC1N2C=C(C(=O)NC2=O)F)CO)O. Drug 2: CC1=C(N=C(N=C1N)C(CC(=O)N)NCC(C(=O)N)N)C(=O)NC(C(C2=CN=CN2)OC3C(C(C(C(O3)CO)O)O)OC4C(C(C(C(O4)CO)O)OC(=O)N)O)C(=O)NC(C)C(C(C)C(=O)NC(C(C)O)C(=O)NCCC5=NC(=CS5)C6=NC(=CS6)C(=O)NCCC[S+](C)C)O. Cell line: CCRF-CEM. Synergy scores: CSS=43.8, Synergy_ZIP=1.28, Synergy_Bliss=6.41, Synergy_Loewe=-41.2, Synergy_HSA=3.44. (3) Drug 1: CC(C1=C(C=CC(=C1Cl)F)Cl)OC2=C(N=CC(=C2)C3=CN(N=C3)C4CCNCC4)N. Drug 2: C1=CC(=CC=C1CC(C(=O)O)N)N(CCCl)CCCl.Cl. Cell line: MCF7. Synergy scores: CSS=18.8, Synergy_ZIP=-6.55, Synergy_Bliss=-1.20, Synergy_Loewe=-6.01, Synergy_HSA=-1.39.